This data is from Peptide-MHC class I binding affinity with 185,985 pairs from IEDB/IMGT. The task is: Regression. Given a peptide amino acid sequence and an MHC pseudo amino acid sequence, predict their binding affinity value. This is MHC class I binding data. The MHC is HLA-A31:01 with pseudo-sequence HLA-A31:01. The peptide sequence is KLWASQIY. The binding affinity (normalized) is 0.